From a dataset of Full USPTO retrosynthesis dataset with 1.9M reactions from patents (1976-2016). Predict the reactants needed to synthesize the given product. (1) Given the product [Cl:36][C:33]1[CH:34]=[CH:35][C:30]([N:8]([C@H:9]2[C:18]3[C:13](=[CH:14][CH:15]=[CH:16][CH:17]=3)[N:12]([C:19](=[O:28])[C:20]3[CH:21]=[CH:22][C:23]([O:26][CH3:27])=[CH:24][CH:25]=3)[C@@H:11]([CH3:29])[CH2:10]2)[C:6](=[O:7])[CH2:5][OH:4])=[CH:31][CH:32]=1, predict the reactants needed to synthesize it. The reactants are: C([O:4][CH2:5][C:6]([N:8]([C:30]1[CH:35]=[CH:34][C:33]([Cl:36])=[CH:32][CH:31]=1)[C@H:9]1[C:18]2[C:13](=[CH:14][CH:15]=[CH:16][CH:17]=2)[N:12]([C:19](=[O:28])[C:20]2[CH:25]=[CH:24][C:23]([O:26][CH3:27])=[CH:22][CH:21]=2)[C@@H:11]([CH3:29])[CH2:10]1)=[O:7])(=O)C.C(=O)([O-])[O-].[K+].[K+]. (2) The reactants are: [Br:1][C:2]1[N:3]([CH2:17][C:18]#[C:19][CH3:20])[C:4]([C:12]([O:14][CH2:15][CH3:16])=[O:13])=[C:5]([C:7](OCC)=[O:8])[N:6]=1.[H-].C([Al+]CC(C)C)C(C)C. Given the product [Br:1][C:2]1[N:3]([CH2:17][C:18]#[C:19][CH3:20])[C:4]([C:12]([O:14][CH2:15][CH3:16])=[O:13])=[C:5]([CH:7]=[O:8])[N:6]=1, predict the reactants needed to synthesize it.